Dataset: Forward reaction prediction with 1.9M reactions from USPTO patents (1976-2016). Task: Predict the product of the given reaction. (1) Given the reactants C(OC(=O)[NH:7][CH:8]1[CH2:13][CH2:12][N:11]([C:14]2[N:15]=[CH:16][C:17]3[CH:23]=[C:22]([C:24](=[O:44])[NH:25][C:26]4[CH:31]=[C:30]([C:32](=[O:42])[NH:33][CH2:34][C:35]5[CH:40]=[CH:39][CH:38]=[C:37]([Cl:41])[CH:36]=5)[CH:29]=[CH:28][C:27]=4[Cl:43])[C:21](=[O:45])[NH:20][C:18]=3[N:19]=2)[CH2:10][CH2:9]1)(C)(C)C.Cl.O1CCOCC1, predict the reaction product. The product is: [Cl:43][C:27]1[CH:28]=[CH:29][C:30]([C:32](=[O:42])[NH:33][CH2:34][C:35]2[CH:40]=[CH:39][CH:38]=[C:37]([Cl:41])[CH:36]=2)=[CH:31][C:26]=1[NH:25][C:24]([C:22]1[C:21](=[O:45])[NH:20][C:18]2[N:19]=[C:14]([N:11]3[CH2:10][CH2:9][CH:8]([NH2:7])[CH2:13][CH2:12]3)[N:15]=[CH:16][C:17]=2[CH:23]=1)=[O:44]. (2) Given the reactants C([O:4][C@@H:5]1[C@@H:10]([O:11]C(=O)C)[C@H:9]([O:15]C(=O)C)[C@@H:8]([CH2:19][O:20]C(=O)C)[O:7][C@H:6]1[O:24][C:25]1[C:29]([CH2:30][C:31]2[CH:36]=[CH:35][C:34]([O:37][CH2:38][C:39]([C:42](=[O:49])[NH:43][C@H:44]([C:46](=[O:48])[NH2:47])[CH3:45])([CH3:41])[CH3:40])=[CH:33][CH:32]=2)=[C:28]([CH:50]([CH3:52])[CH3:51])[NH:27][N:26]=1)(=O)C.C[O-].[Na+], predict the reaction product. The product is: [C:46]([C@@H:44]([NH:43][C:42]([C:39]([CH3:41])([CH3:40])[CH2:38][O:37][C:34]1[CH:33]=[CH:32][C:31]([CH2:30][C:29]2[C:25]([O:24][C@@H:6]3[O:7][C@H:8]([CH2:19][OH:20])[C@@H:9]([OH:15])[C@H:10]([OH:11])[C@H:5]3[OH:4])=[N:26][NH:27][C:28]=2[CH:50]([CH3:52])[CH3:51])=[CH:36][CH:35]=1)=[O:49])[CH3:45])(=[O:48])[NH2:47]. (3) Given the reactants FC(F)(F)C(O)=O.[NH2:8][C:9]1[C:18]2[N:19]=[C:20]3[CH2:25][N:24](C(OC(C)(C)C)=O)[CH2:23][CH2:22][N:21]3[C:17]=2[C:16]2[C:11](=[CH:12][C:13]([O:33][CH2:34][C:35]3[CH:40]=[CH:39][CH:38]=[CH:37][CH:36]=3)=[CH:14][CH:15]=2)[N:10]=1, predict the reaction product. The product is: [CH2:34]([O:33][C:13]1[CH:12]=[C:11]2[C:16]([C:17]3[N:21]4[CH2:22][CH2:23][NH:24][CH2:25][C:20]4=[N:19][C:18]=3[C:9]([NH2:8])=[N:10]2)=[CH:15][CH:14]=1)[C:35]1[CH:36]=[CH:37][CH:38]=[CH:39][CH:40]=1. (4) Given the reactants [H-].[Na+].[OH:3][C:4]1[CH:5]=[C:6]([CH:14]=[O:15])[C:7]2[C:12]([CH:13]=1)=[CH:11][CH:10]=[CH:9][CH:8]=2.I[CH3:17].[Cl-].[NH4+], predict the reaction product. The product is: [CH3:17][O:3][C:4]1[CH:5]=[C:6]([CH:14]=[O:15])[C:7]2[C:12]([CH:13]=1)=[CH:11][CH:10]=[CH:9][CH:8]=2. (5) Given the reactants [CH2:1]([O:8][C@@H:9]1[C@@H:14]([O:15][CH2:16][C:17]2[CH:22]=[CH:21][CH:20]=[CH:19][CH:18]=2)[C@H:13]([O:23][CH2:24][C:25]2[CH:30]=[CH:29][CH:28]=[CH:27][CH:26]=2)[C@@H:12]([CH2:31][O:32][CH2:33][C:34]2[CH:39]=[CH:38][CH:37]=[CH:36][CH:35]=2)[O:11][C@:10]21[C:47]1[C:42](=[CH:43][C:44]([Cl:57])=[C:45]([CH2:48][C:49]3[CH:54]=[CH:53][C:52]([CH2:55][CH3:56])=[CH:51][CH:50]=3)[CH:46]=1)[CH:41]([OH:58])[CH2:40]2)[C:2]1[CH:7]=[CH:6][CH:5]=[CH:4][CH:3]=1.CC(OI1(OC(C)=O)(OC(C)=O)OC(=O)C2C=CC=CC1=2)=O, predict the reaction product. The product is: [CH2:1]([O:8][C@@H:9]1[C@@H:14]([O:15][CH2:16][C:17]2[CH:18]=[CH:19][CH:20]=[CH:21][CH:22]=2)[C@H:13]([O:23][CH2:24][C:25]2[CH:30]=[CH:29][CH:28]=[CH:27][CH:26]=2)[C@@H:12]([CH2:31][O:32][CH2:33][C:34]2[CH:39]=[CH:38][CH:37]=[CH:36][CH:35]=2)[O:11][C@:10]21[C:47]1[C:42](=[CH:43][C:44]([Cl:57])=[C:45]([CH2:48][C:49]3[CH:50]=[CH:51][C:52]([CH2:55][CH3:56])=[CH:53][CH:54]=3)[CH:46]=1)[C:41](=[O:58])[CH2:40]2)[C:2]1[CH:7]=[CH:6][CH:5]=[CH:4][CH:3]=1.